This data is from Forward reaction prediction with 1.9M reactions from USPTO patents (1976-2016). The task is: Predict the product of the given reaction. (1) Given the reactants [F:1][C:2]1[C:9]([F:10])=[CH:8][CH:7]=[CH:6][C:3]=1[CH2:4]Br.[C-:11]#[N:12].[K+], predict the reaction product. The product is: [F:1][C:2]1[C:9]([F:10])=[CH:8][CH:7]=[CH:6][C:3]=1[CH2:4][C:11]#[N:12]. (2) Given the reactants [CH3:1][O:2][C:3]1[CH:4]=[C:5]([O:21][C:22]2[CH:27]=[CH:26][C:25]([S:28]([CH3:31])(=[O:30])=[O:29])=[CH:24][CH:23]=2)[CH:6]=[C:7]2[C:11]=1[NH:10][C:9]([C:12]1[S:13][CH:14]([CH2:17][C:18]([OH:20])=O)[CH2:15][N:16]=1)=[CH:8]2.[NH4+].O[N:34]1C2C=CC=CC=2N=N1.Cl.C(N=C=NCCCN(C)C)C, predict the reaction product. The product is: [CH3:1][O:2][C:3]1[CH:4]=[C:5]([O:21][C:22]2[CH:23]=[CH:24][C:25]([S:28]([CH3:31])(=[O:29])=[O:30])=[CH:26][CH:27]=2)[CH:6]=[C:7]2[C:11]=1[NH:10][C:9]([C:12]1[S:13][CH:14]([CH2:17][C:18]([NH2:34])=[O:20])[CH2:15][N:16]=1)=[CH:8]2. (3) Given the reactants [NH2:1][C@H:2]1[CH2:7][CH2:6][C@H:5]([NH2:8])[CH2:4][CH2:3]1.[Cl:9][C:10]1[N:18]=[C:17]2[C:13]([N:14]=[CH:15][NH:16]2)=[C:12]([N:19]2[C:27]3[C:22](=[CH:23][CH:24]=[CH:25][CH:26]=3)[CH:21]=[CH:20]2)[N:11]=1, predict the reaction product. The product is: [ClH:9].[ClH:9].[N:19]1([C:12]2[N:11]=[C:10]([NH:1][C@H:2]3[CH2:7][CH2:6][C@H:5]([NH2:8])[CH2:4][CH2:3]3)[N:18]=[C:17]3[C:13]=2[N:14]=[CH:15][NH:16]3)[C:27]2[C:22](=[CH:23][CH:24]=[CH:25][CH:26]=2)[CH:21]=[CH:20]1. (4) Given the reactants [F:1][C:2]1[CH:7]=[C:6]([C:8]([F:11])([F:10])[F:9])[CH:5]=[CH:4][C:3]=1[C:12]1[C:13]2[CH:20]([CH2:21][C:22]([N:24]3[CH2:28][CH2:27][CH2:26][CH2:25]3)=[O:23])[CH2:19][CH2:18][C:14]=2[CH:15]=[N:16][CH:17]=1.[CH2:29](NC1CC1)C, predict the reaction product. The product is: [CH:28]1([N:24]([CH2:25][CH3:29])[C:22](=[O:23])[CH2:21][CH:20]2[C:13]3[C:12]([C:3]4[CH:4]=[CH:5][C:6]([C:8]([F:11])([F:9])[F:10])=[CH:7][C:2]=4[F:1])=[CH:17][N:16]=[CH:15][C:14]=3[CH2:18][CH2:19]2)[CH2:27][CH2:26]1. (5) Given the reactants [C:1]1([C:7]2[CH:15]=[C:14]3[C:10]([CH2:11][C:12](=[O:16])[NH:13]3)=[CH:9][CH:8]=2)[CH:6]=[CH:5][CH:4]=[CH:3][CH:2]=1.[CH2:17]([N:19]([CH2:34][CH3:35])[CH2:20][CH2:21][NH:22][C:23]([C:25]1[C:29]([CH3:30])=[C:28]([CH:31]=O)[NH:27][C:26]=1[CH3:33])=[O:24])[CH3:18], predict the reaction product. The product is: [CH2:34]([N:19]([CH2:17][CH3:18])[CH2:20][CH2:21][NH:22][C:23]([C:25]1[C:29]([CH3:30])=[C:28]([CH:31]=[C:11]2[C:10]3[C:14](=[CH:15][C:7]([C:1]4[CH:2]=[CH:3][CH:4]=[CH:5][CH:6]=4)=[CH:8][CH:9]=3)[NH:13][C:12]2=[O:16])[NH:27][C:26]=1[CH3:33])=[O:24])[CH3:35]. (6) Given the reactants [CH3:1][C:2]1[O:6][C:5]([C:7]2[CH:12]=[CH:11][C:10]([C:13]3[S:14][CH:15]=[CH:16][CH:17]=3)=[CH:9][CH:8]=2)=[N:4][C:3]=1[CH2:18][CH2:19][O:20]S(C1C=CC(C)=CC=1)(=O)=O.C([O:33][C:34](=[O:52])[C:35]([CH3:51])([O:44][C:45]1[CH:50]=[CH:49][CH:48]=[CH:47][CH:46]=1)[CH2:36][C:37]1[CH:42]=[CH:41][C:40](O)=[CH:39][CH:38]=1)C, predict the reaction product. The product is: [CH3:51][C:35]([O:44][C:45]1[CH:50]=[CH:49][CH:48]=[CH:47][CH:46]=1)([CH2:36][C:37]1[CH:42]=[CH:41][C:40]([O:20][CH2:19][CH2:18][C:3]2[N:4]=[C:5]([C:7]3[CH:8]=[CH:9][C:10]([C:13]4[S:14][CH:15]=[CH:16][CH:17]=4)=[CH:11][CH:12]=3)[O:6][C:2]=2[CH3:1])=[CH:39][CH:38]=1)[C:34]([OH:52])=[O:33]. (7) Given the reactants [C:1]1([CH2:7][CH2:8][O:9][CH2:10][CH2:11][C:12]([N:14]2[CH2:17][CH:16]([CH2:18][OH:19])[CH2:15]2)=O)[CH:6]=[CH:5][CH:4]=[CH:3][CH:2]=1.CO, predict the reaction product. The product is: [C:1]1([CH2:7][CH2:8][O:9][CH2:10][CH2:11][CH2:12][N:14]2[CH2:15][CH:16]([CH2:18][OH:19])[CH2:17]2)[CH:2]=[CH:3][CH:4]=[CH:5][CH:6]=1. (8) The product is: [CH2:11]([O:18][C:19]1[C:20](=[O:22])[NH:36][C:34]([CH2:33][O:32][CH2:31][CH2:30][S:29][CH3:28])=[N:35][C:2]=1[C:1]([O:8][CH2:9][CH3:10])=[O:7])[C:12]1[CH:13]=[CH:14][CH:15]=[CH:16][CH:17]=1. Given the reactants [C:1]([O:8][CH2:9][CH3:10])(=[O:7])[C:2](OCC)=O.[CH2:11]([O:18][CH2:19][C:20]([O:22]CC)=O)[C:12]1[CH:17]=[CH:16][CH:15]=[CH:14][CH:13]=1.[H-].[Na+].Cl.[CH3:28][S:29][CH2:30][CH2:31][O:32][CH2:33][C:34]([NH2:36])=[NH:35].[O-]CC.[Na+], predict the reaction product. (9) Given the reactants [Cl:1][C:2]1[CH:3]=[C:4]([CH:22]=[C:23]([Cl:25])[CH:24]=1)[CH2:5][O:6][C:7]([N:9]1[CH2:15][CH2:14][CH2:13][N:12]2[N:16]=[C:17]([C:19](O)=[O:20])[CH:18]=[C:11]2[CH2:10]1)=[O:8].Cl.[CH:27]12[NH:35][CH:31]([CH2:32][CH2:33][CH2:34]1)[CH2:30][CH2:29][CH2:28]2.CN(C(ON1N=NC2C=CC=NC1=2)=[N+](C)C)C.F[P-](F)(F)(F)(F)F.C(N(CC)C(C)C)(C)C, predict the reaction product. The product is: [CH:31]12[N:35]([C:19]([C:17]3[CH:18]=[C:11]4[CH2:10][N:9]([C:7]([O:6][CH2:5][C:4]5[CH:3]=[C:2]([Cl:1])[CH:24]=[C:23]([Cl:25])[CH:22]=5)=[O:8])[CH2:15][CH2:14][CH2:13][N:12]4[N:16]=3)=[O:20])[CH:27]([CH2:34][CH2:33][CH2:32]1)[CH2:28][CH2:29][CH2:30]2.